This data is from Reaction yield outcomes from USPTO patents with 853,638 reactions. The task is: Predict the reaction yield, written as a fraction of the theoretical maximum amount of product (1.0 means a 100% yield; for example, 0.34 means a 34% yield). (1) The reactants are [CH2:1]([O:5][C:6]1[CH:11]=[CH:10][C:9]([CH2:12][C:13](Cl)=[N:14][OH:15])=[CH:8][CH:7]=1)[CH2:2][CH2:3][CH3:4].[C:17]([C:19]1[C:20]([NH2:26])=[N:21][C:22]([NH2:25])=[CH:23][CH:24]=1)#[CH:18].C(N(CC)CC)C. The catalyst is O1CCCC1. The product is [CH2:1]([O:5][C:6]1[CH:11]=[CH:10][C:9]([CH2:12][C:13]2[CH:18]=[C:17]([C:19]3[C:20]([NH2:26])=[N:21][C:22]([NH2:25])=[CH:23][CH:24]=3)[O:15][N:14]=2)=[CH:8][CH:7]=1)[CH2:2][CH2:3][CH3:4]. The yield is 0.740. (2) The reactants are CN(C)C=O.[F:6][C:7]1[CH:12]=[CH:11][C:10]([OH:13])=[CH:9][CH:8]=1.F[C:15]1[CH:22]=[CH:21][C:18]([CH:19]=[O:20])=[CH:17][CH:16]=1.C(=O)([O-])[O-].[K+].[K+]. The catalyst is O. The product is [F:6][C:7]1[CH:12]=[CH:11][C:10]([O:13][C:15]2[CH:22]=[CH:21][C:18]([CH:19]=[O:20])=[CH:17][CH:16]=2)=[CH:9][CH:8]=1. The yield is 0.901. (3) The reactants are C([O:9][CH2:10][CH2:11][CH2:12][C:13]1[CH:31]=[CH:30][C:16]2[N:17]([CH2:21][CH2:22][N:23]3[CH2:29][CH2:28][CH2:27][CH2:26][CH2:25][CH2:24]3)[C:18](=[O:20])[S:19][C:15]=2[CH:14]=1)(=O)C1C=CC=CC=1.[OH-].[Na+]. The catalyst is CO.O. The product is [N:23]1([CH2:22][CH2:21][N:17]2[C:16]3[CH:30]=[CH:31][C:13]([CH2:12][CH2:11][CH2:10][OH:9])=[CH:14][C:15]=3[S:19][C:18]2=[O:20])[CH2:24][CH2:25][CH2:26][CH2:27][CH2:28][CH2:29]1. The yield is 0.920. (4) The reactants are [NH2:1][C:2]1[C:11]2[C:6](=[C:7](Br)[CH:8]=[CH:9][CH:10]=2)[N:5]=[N:4][C:3]=1[C:13]([NH:15][CH2:16][CH2:17][CH3:18])=[O:14].[Cl:19][C:20]1[C:25]([Cl:26])=[CH:24][CH:23]=[CH:22][C:21]=1B(O)O. No catalyst specified. The product is [NH2:1][C:2]1[C:11]2[C:6](=[C:7]([C:24]3[CH:23]=[CH:22][CH:21]=[C:20]([Cl:19])[C:25]=3[Cl:26])[CH:8]=[CH:9][CH:10]=2)[N:5]=[N:4][C:3]=1[C:13]([NH:15][CH2:16][CH2:17][CH3:18])=[O:14]. The yield is 0.831. (5) The reactants are [CH:1]1([CH2:7][CH:8]([C:12]([NH:14][C:15]2[CH:20]=[CH:19][CH:18]=[CH:17][CH:16]=2)=[O:13])[C:9]([OH:11])=O)[CH2:6][CH2:5][CH2:4][CH2:3][CH2:2]1.CCN=C=NCCCN(C)C.C1C=[C:36]2[N:38]=N[N:40](O)[C:35]2=CC=1.O.CN1CCOCC1. The catalyst is Cl. The product is [C:36]([CH2:35][NH:40][C:9](=[O:11])[CH:8]([CH2:7][CH:1]1[CH2:2][CH2:3][CH2:4][CH2:5][CH2:6]1)[C:12]([NH:14][C:15]1[CH:20]=[CH:19][CH:18]=[CH:17][CH:16]=1)=[O:13])#[N:38]. The yield is 0.480. (6) The reactants are [OH-].[Li+].[Br:3][C:4]1[C:12]2[C:7](=[CH:8][CH:9]=[C:10]([NH:13][C:14]([O:16][C:17]([CH3:20])([CH3:19])[CH3:18])=[O:15])[CH:11]=2)[NH:6][C:5]=1[C:21]([O:23]CC)=[O:22].CO.O. The catalyst is C1COCC1. The product is [Br:3][C:4]1[C:12]2[C:7](=[CH:8][CH:9]=[C:10]([NH:13][C:14]([O:16][C:17]([CH3:20])([CH3:18])[CH3:19])=[O:15])[CH:11]=2)[NH:6][C:5]=1[C:21]([OH:23])=[O:22]. The yield is 0.770.